This data is from Reaction yield outcomes from USPTO patents with 853,638 reactions. The task is: Predict the reaction yield, written as a fraction of the theoretical maximum amount of product (1.0 means a 100% yield; for example, 0.34 means a 34% yield). (1) The reactants are [CH3:1][CH2:2][O:3][C:4](/[C:6](/Cl)=[N:7]\[OH:8])=[O:5].[CH2:10]([OH:13])[C:11]#[CH:12].C([O-])([O-])=O.[K+].[K+]. The catalyst is C(Cl)(Cl)Cl. The product is [OH:13][CH2:10][C:11]1[O:8][N:7]=[C:6]([C:4]([O:3][CH2:2][CH3:1])=[O:5])[CH:12]=1. The yield is 0.290. (2) The reactants are [NH2:1][C:2]1[C:3]([Br:10])=[N:4][C:5]([CH3:9])=[CH:6][C:7]=1[Br:8].CN(C)C1C=CC=CC=1.[Br:20][CH2:21][C:22](Br)=[O:23]. The catalyst is C(Cl)Cl. The product is [Br:10][C:3]1[C:2]([NH:1][C:22](=[O:23])[CH2:21][Br:20])=[C:7]([Br:8])[CH:6]=[C:5]([CH3:9])[N:4]=1. The yield is 0.853. (3) The reactants are Cl[C:2]1[CH:7]=[CH:6][C:5]([C:8]2[NH:12][C:11]([C@@H:13]3[CH2:17][CH2:16][CH2:15][N:14]3[C:18](=[O:28])[C@@H:19]([NH:23][C:24](=[O:27])[O:25][CH3:26])[CH:20]([CH3:22])[CH3:21])=[N:10][CH:9]=2)=[CH:4][C:3]=1[C:29]#[N:30].[O:31]=[C:32]1[CH:43]2[C:44]3[N:36]([CH:37]=[CH:38][C:39]=3[CH2:40][CH2:41][C@@H:42]2[NH:45][C:46](=[O:49])[O:47][CH3:48])[CH2:35][C@@H:34]([C:50]2[NH:51][C:52]([C:55]3[CH:60]=[CH:59][C:58](B4OC(C)(C)C(C)(C)O4)=[CH:57][CH:56]=3)=[CH:53][N:54]=2)[CH2:33]1.[O-]P([O-])([O-])=O.[K+].[K+].[K+]. The catalyst is CC([O-])=O.CC([O-])=O.[Pd+2].C(O)CCC.O. The product is [CH3:48][O:47][C:46](=[O:49])[NH:45][C@@H:42]1[CH:43]2[C:32](=[O:31])[CH2:33][C@H:34]([C:50]3[NH:51][C:52]([C:55]4[CH:60]=[CH:59][C:58]([C:2]5[CH:7]=[CH:6][C:5]([C:8]6[N:12]=[C:11]([C@@H:13]7[CH2:17][CH2:16][CH2:15][N:14]7[C:18](=[O:28])[C@@H:19]([NH:23][C:24]([O:25][CH3:26])=[O:27])[CH:20]([CH3:22])[CH3:21])[NH:10][CH:9]=6)=[CH:4][C:3]=5[C:29]#[N:30])=[CH:57][CH:56]=4)=[CH:53][N:54]=3)[CH2:35][N:36]3[C:44]2=[C:39]([CH:38]=[CH:37]3)[CH2:40][CH2:41]1. The yield is 0.240. (4) The reactants are [Cl-].O[NH3+:3].[C:4](=[O:7])([O-])[OH:5].[Na+].CS(C)=O.[C:13]([C:15]1[CH:20]=[CH:19][CH:18]=[CH:17][C:16]=1[C:21]1[CH:26]=[CH:25][C:24]([CH2:27][C:28]2[C:29](=[O:44])[N:30]([CH2:40][C:41]([NH2:43])=[O:42])[C:31]3[N:32]([N:37]=[CH:38][N:39]=3)[C:33]=2[CH2:34][CH2:35][CH3:36])=[CH:23][CH:22]=1)#[N:14]. The catalyst is C(OCC)(=O)C. The product is [O:44]=[C:29]1[C:28]([CH2:27][C:24]2[CH:23]=[CH:22][C:21]([C:16]3[CH:17]=[CH:18][CH:19]=[CH:20][C:15]=3[C:13]3[NH:3][C:4](=[O:7])[O:5][N:14]=3)=[CH:26][CH:25]=2)=[C:33]([CH2:34][CH2:35][CH3:36])[N:32]2[N:37]=[CH:38][N:39]=[C:31]2[N:30]1[CH2:40][C:41]([NH2:43])=[O:42]. The yield is 0.420. (5) The reactants are [N+:1]([C:4]1[CH:17]=[CH:16][C:7]([O:8][CH2:9][CH2:10][N:11]2[CH:15]=[CH:14][N:13]=[CH:12]2)=[CH:6][CH:5]=1)([O-])=O.ClCCl.CCOCC. The catalyst is C(O)C.[Pd]. The product is [N:11]1([CH2:10][CH2:9][O:8][C:7]2[CH:16]=[CH:17][C:4]([NH2:1])=[CH:5][CH:6]=2)[CH:15]=[CH:14][N:13]=[CH:12]1. The yield is 0.750.